Predict the product of the given reaction. From a dataset of Forward reaction prediction with 1.9M reactions from USPTO patents (1976-2016). (1) Given the reactants [C:1]([O:5][C:6](=[O:31])[N:7]([CH3:30])[CH2:8][C:9]#[C:10][C:11]1[S:12][CH:13]=[C:14]([C:16](=[O:29])[N:17]([CH3:28])[C@H:18]2[C:27]3[C:22](=[CH:23][CH:24]=[CH:25][CH:26]=3)[CH2:21][CH2:20][CH2:19]2)[N:15]=1)([CH3:4])([CH3:3])[CH3:2], predict the reaction product. The product is: [C:1]([O:5][C:6](=[O:31])[N:7]([CH3:30])[CH2:8][CH2:9][CH2:10][C:11]1[S:12][CH:13]=[C:14]([C:16](=[O:29])[N:17]([CH3:28])[C@H:18]2[C:27]3[C:22](=[CH:23][CH:24]=[CH:25][CH:26]=3)[CH2:21][CH2:20][CH2:19]2)[N:15]=1)([CH3:3])([CH3:4])[CH3:2]. (2) Given the reactants [Cl:1][C:2]1[CH:7]=[C:6]([NH:8][CH2:9][CH3:10])[C:5]([N+:11]([O-])=O)=[CH:4][N:3]=1.O.NN, predict the reaction product. The product is: [Cl:1][C:2]1[N:3]=[CH:4][C:5]([NH2:11])=[C:6]([NH:8][CH2:9][CH3:10])[CH:7]=1.